Dataset: Reaction yield outcomes from USPTO patents with 853,638 reactions. Task: Predict the reaction yield, written as a fraction of the theoretical maximum amount of product (1.0 means a 100% yield; for example, 0.34 means a 34% yield). (1) The reactants are [F:1][C:2]1[CH:3]=[C:4]2[C:8](=[CH:9][CH:10]=1)[NH:7][CH:6]=[C:5]2[CH2:11][CH2:12][CH2:13][NH:14][CH:15]1[CH2:24][C:23]2[C:18](=[CH:19][CH:20]=[CH:21][C:22]=2[O:25][CH3:26])[O:17][CH2:16]1.[C:27]1(=O)[CH2:31][CH2:30][CH2:29][CH2:28]1.C(O)(=O)C.C([BH3-])#N.[Na+]. The catalyst is CO.CCCCCC.CCOC(C)=O. The product is [CH:27]1([N:14]([CH2:13][CH2:12][CH2:11][C:5]2[C:4]3[C:8](=[CH:9][CH:10]=[C:2]([F:1])[CH:3]=3)[NH:7][CH:6]=2)[CH:15]2[CH2:24][C:23]3[C:18](=[CH:19][CH:20]=[CH:21][C:22]=3[O:25][CH3:26])[O:17][CH2:16]2)[CH2:31][CH2:30][CH2:29][CH2:28]1. The yield is 0.370. (2) The reactants are Cl[C:2]1[N:10]=[CH:9][CH:8]=[CH:7][C:3]=1[C:4](Cl)=[O:5].C(N(CC)CC)C.[NH:18]1[CH2:23][CH2:22][O:21][CH2:20][CH2:19]1.[Cl:24]CCl. No catalyst specified. The product is [Cl:24][C:9]1[N:10]=[CH:2][C:3]([C:4]([N:18]2[CH2:23][CH2:22][O:21][CH2:20][CH2:19]2)=[O:5])=[CH:7][CH:8]=1. The yield is 0.880. (3) The reactants are [CH3:1][O:2][C:3]1[CH:4]=[C:5]2[C:9](=[CH:10][CH:11]=1)[N:8]([CH2:12][CH2:13][N:14]1[CH2:19][CH2:18][N:17]([CH3:20])[CH2:16][CH2:15]1)[C:7]([C:21]1[C:22]([CH3:28])=[N:23][N:24]([CH3:27])[C:25]=1[CH3:26])=[C:6]2[CH:29]=O.[CH3:31][NH:32][C:33]([NH:35][C:36]1[CH:37]=[CH:38][C:39]2[O:43][CH2:42][C:41](=[O:44])[C:40]=2[CH:45]=1)=[O:34].C([O-])([O-])=O.[Na+].[Na+]. The catalyst is Cl.CCO. The product is [CH3:1][O:2][C:3]1[CH:4]=[C:5]2[C:9](=[CH:10][CH:11]=1)[N:8]([CH2:12][CH2:13][N:14]1[CH2:15][CH2:16][N:17]([CH3:20])[CH2:18][CH2:19]1)[C:7]([C:21]1[C:22]([CH3:28])=[N:23][N:24]([CH3:27])[C:25]=1[CH3:26])=[C:6]2/[CH:29]=[C:42]1\[O:43][C:39]2[CH:38]=[CH:37][C:36]([NH:35][C:33]([NH:32][CH3:31])=[O:34])=[CH:45][C:40]=2[C:41]\1=[O:44]. The yield is 0.310.